From a dataset of Retrosynthesis with 50K atom-mapped reactions and 10 reaction types from USPTO. Predict the reactants needed to synthesize the given product. (1) Given the product CCOC(=O)c1ccc(S(=O)(=O)N(Cc2ccc3c(Cl)cn(C)c3c2)c2ncc3ccccc3c2C)cc1, predict the reactants needed to synthesize it. The reactants are: CCOC(=O)c1ccc(S(=O)(=O)N(Cc2ccc3c(Cl)c[nH]c3c2)c2ncc3ccccc3c2C)cc1.CI. (2) The reactants are: CCN.Cc1onc(-c2ccccc2)c1COc1ccc(C(=O)O)cn1. Given the product CCNC(=O)c1ccc(OCc2c(-c3ccccc3)noc2C)nc1, predict the reactants needed to synthesize it. (3) The reactants are: CCOC(=O)CC1OB(O)c2cc(Oc3cnc(CN)cn3)cc(C)c21. Given the product Cc1cc(Oc2cnc(CN)cn2)cc2c1C(CC(=O)O)OB2O, predict the reactants needed to synthesize it. (4) Given the product COC(=O)C(C)Oc1ccc(Oc2ncc(Cl)cc2F)cc1, predict the reactants needed to synthesize it. The reactants are: COC(=O)C(C)Oc1ccc(O)cc1.Fc1cc(Cl)cnc1F. (5) Given the product C[Si](C)(C)CCOCn1nc2c(nc(-c3c(F)cccc3F)c3cc(-c4cn[nH]c4)ccc32)c1Br, predict the reactants needed to synthesize it. The reactants are: C[Si](C)(C)CCOCn1nc2c(nc(-c3c(F)cccc3F)c3cc(I)ccc32)c1Br.OB(O)c1cn[nH]c1.